Dataset: Forward reaction prediction with 1.9M reactions from USPTO patents (1976-2016). Task: Predict the product of the given reaction. (1) Given the reactants [F:1][C:2]([F:29])([F:28])[C:3]([C:9]1[CH:14]=[CH:13][C:12]([C:15]2[CH:20]=[CH:19][C:18]([CH2:21][N:22]3[CH2:27][CH2:26][NH:25][CH2:24][CH2:23]3)=[CH:17][CH:16]=2)=[CH:11][CH:10]=1)([OH:8])[C:4]([F:7])([F:6])[F:5].Br[CH2:31][C:32]1[CH:37]=[CH:36][CH:35]=[C:34]([C:38]([F:41])([F:40])[F:39])[CH:33]=1.CCN(C(C)C)C(C)C.CN(C=[O:55])C, predict the reaction product. The product is: [F:29][C:2]([F:28])([F:1])[C:3]([C:9]1[CH:10]=[CH:11][C:12]([C:15]2[CH:20]=[CH:19][C:18]([CH2:21][N:22]3[CH2:23][CH2:24][N:25]([CH2:31][C:32]4[CH:37]=[CH:36][CH:35]=[C:34]([C:38]([F:39])([F:40])[F:41])[CH:33]=4)[CH2:26][CH2:27]3)=[CH:17][CH:16]=2)=[CH:13][CH:14]=1)([OH:8])[C:4]([F:7])([F:6])[F:5].[C:3]([OH:8])([C:4]([F:7])([F:6])[F:5])=[O:55]. (2) The product is: [CH2:25]([O:24][C:22]([C:19]1[CH:18]=[C:17]([CH2:16][O:15][C:37]([NH:1][CH:2]2[CH:7]3[CH:3]2[CH2:4][N:5]([C:8]([O:10][C:11]([CH3:14])([CH3:13])[CH3:12])=[O:9])[CH2:6]3)=[O:38])[O:21][N:20]=1)=[O:23])[CH3:26]. Given the reactants [NH2:1][CH:2]1[CH:7]2[CH:3]1[CH2:4][N:5]([C:8]([O:10][C:11]([CH3:14])([CH3:13])[CH3:12])=[O:9])[CH2:6]2.[OH:15][CH2:16][C:17]1[O:21][N:20]=[C:19]([C:22]([O:24][CH2:25][CH3:26])=[O:23])[CH:18]=1.C(N(CC)C(C)C)(C)C.Cl[C:37](OC1C=CC([N+]([O-])=O)=CC=1)=[O:38], predict the reaction product. (3) The product is: [CH2:1]([O:8][C:9]([N:11]1[CH2:15][CH2:14][CH2:13][C@H:12]1[C:16]1[O:26][C:19]2[CH:20]=[CH:21][C:22]([Br:24])=[CH:23][C:18]=2[N:17]=1)=[O:10])[C:2]1[CH:3]=[CH:4][CH:5]=[CH:6][CH:7]=1. Given the reactants [CH2:1]([O:8][C:9]([N:11]1[CH2:15][CH2:14][CH2:13][CH:12]1[C:16](=[O:26])[NH:17][C:18]1[CH:23]=[C:22]([Br:24])[CH:21]=[CH:20][C:19]=1O)=[O:10])[C:2]1[CH:7]=[CH:6][CH:5]=[CH:4][CH:3]=1, predict the reaction product. (4) Given the reactants [C:1]([C:3]1[CH:4]=[CH:5][C:6]2[O:11][CH:10]([C:12]([F:15])([F:14])[F:13])[C:9]([C:16]([O:18]CC)=[O:17])=[CH:8][C:7]=2[CH:21]=1)#[N:2].[OH-].[Na+], predict the reaction product. The product is: [C:1]([C:3]1[CH:4]=[CH:5][C:6]2[O:11][CH:10]([C:12]([F:15])([F:13])[F:14])[C:9]([C:16]([OH:18])=[O:17])=[CH:8][C:7]=2[CH:21]=1)#[N:2]. (5) Given the reactants [C:1]1([NH:7][C:8]2[CH:13]=[CH:12][CH:11]=[CH:10][CH:9]=2)[CH:6]=[CH:5][CH:4]=[CH:3][CH:2]=1.Br[C:15]1[CH:16]=[C:17]([OH:21])[CH:18]=[CH:19][CH:20]=1.CC([O-])(C)C.[Na+].C1(C)C=CC=CC=1, predict the reaction product. The product is: [C:8]1([N:7]([C:1]2[CH:2]=[CH:3][CH:4]=[CH:5][CH:6]=2)[C:15]2[CH:16]=[C:17]([OH:21])[CH:18]=[CH:19][CH:20]=2)[CH:9]=[CH:10][CH:11]=[CH:12][CH:13]=1. (6) Given the reactants [CH3:1][Si:2]([CH3:13])([CH3:12])[CH2:3][CH2:4][O:5][CH2:6][N:7]1[CH:11]=[N:10][CH:9]=[N:8]1.C([Li])CCC.I[C:20]1[CH:21]=[C:22]([Br:26])[CH:23]=[CH:24][CH:25]=1, predict the reaction product. The product is: [Br:26][C:22]1[CH:21]=[C:20]([C:11]2[N:7]([CH2:6][O:5][CH2:4][CH2:3][Si:2]([CH3:13])([CH3:12])[CH3:1])[N:8]=[CH:9][N:10]=2)[CH:25]=[CH:24][CH:23]=1. (7) Given the reactants [NH2:1][C:2]1[CH:3]=[N:4][C:5]([NH:8][C:9]2[CH:24]=[CH:23][C:12]([C:13]([NH:15][CH2:16][CH2:17][N:18]3[CH2:22][CH2:21][CH2:20][CH2:19]3)=[O:14])=[CH:11][CH:10]=2)=[N:6][CH:7]=1.[Cl:25][C:26]1[CH:34]=[CH:33][C:32]([O:35]C)=[CH:31][C:27]=1[C:28](O)=[O:29].CCN(C(C)C)C(C)C.CN(C(ON1N=NC2C=CC=NC1=2)=[N+](C)C)C.F[P-](F)(F)(F)(F)F, predict the reaction product. The product is: [Cl:25][C:26]1[CH:34]=[CH:33][C:32]([OH:35])=[CH:31][C:27]=1[C:28]([NH:1][C:2]1[CH:3]=[N:4][C:5]([NH:8][C:9]2[CH:10]=[CH:11][C:12]([C:13](=[O:14])[NH:15][CH2:16][CH2:17][N:18]3[CH2:19][CH2:20][CH2:21][CH2:22]3)=[CH:23][CH:24]=2)=[N:6][CH:7]=1)=[O:29]. (8) Given the reactants CNC([OH:5])C.[CH2:6]([O:13][C:14](Cl)=[O:15])[C:7]1[CH:12]=[CH:11][CH:10]=[CH:9][CH:8]=1.[CH2:17]([N:19]([CH2:22]C)CC)[CH3:18], predict the reaction product. The product is: [CH2:6]([O:13][C:14](=[O:15])[N:19]([CH2:17][CH2:18][OH:5])[CH3:22])[C:7]1[CH:12]=[CH:11][CH:10]=[CH:9][CH:8]=1. (9) Given the reactants [N+:1]([C:4]1[CH:10]=[C:9]([B:11]2[O:15][C:14]([CH3:17])([CH3:16])[C:13]([CH3:19])([CH3:18])[O:12]2)[CH:8]=[CH:7][C:5]=1[NH2:6])([O-])=O.[H][H].[N:22]#[C:23]Br, predict the reaction product. The product is: [CH3:18][C:13]1([CH3:19])[C:14]([CH3:17])([CH3:16])[O:15][B:11]([C:9]2[CH:8]=[CH:7][C:5]3[NH:6][C:23]([NH2:22])=[N:1][C:4]=3[CH:10]=2)[O:12]1.